From a dataset of Forward reaction prediction with 1.9M reactions from USPTO patents (1976-2016). Predict the product of the given reaction. Given the reactants [CH2:1]([NH:4][C:5]1[N:10]=[C:9]([NH:11][CH2:12][CH2:13][CH3:14])[N:8]=[C:7]([N:15](C)[O:16][CH3:17])[N:6]=1)[CH2:2][CH3:3].Cl.[CH2:20](ON)[CH:21]=C.[OH-].[Na+], predict the reaction product. The product is: [CH2:17]([O:16][NH:15][C:7]1[N:6]=[C:5]([NH:4][CH2:1][CH2:2][CH3:3])[N:10]=[C:9]([NH:11][CH2:12][CH2:13][CH3:14])[N:8]=1)[CH:20]=[CH2:21].